Regression/Classification. Given a drug SMILES string, predict its absorption, distribution, metabolism, or excretion properties. Task type varies by dataset: regression for continuous measurements (e.g., permeability, clearance, half-life) or binary classification for categorical outcomes (e.g., BBB penetration, CYP inhibition). Dataset: cyp2c19_veith. From a dataset of CYP2C19 inhibition data for predicting drug metabolism from PubChem BioAssay. (1) The molecule is C[C@H](N)C(=O)OC(C)(C)Cc1ccc(Cl)cc1. The result is 1 (inhibitor). (2) The molecule is C=CCN1C(=O)c2ccccc2Sc2ccc(C(=O)N3CCC4(CC3)OCCO4)cc21. The result is 1 (inhibitor). (3) The result is 1 (inhibitor). The molecule is COc1cc(-c2nnc(SCC(=O)Nc3ccc4c(c3)OCCO4)o2)cc(OC)c1OC. (4) The molecule is FC(F)(F)c1cc(CN2CCCC3(CCNCC3)C2)cc(C(F)(F)F)c1. The result is 0 (non-inhibitor). (5) The compound is COC(=O)c1sccc1-c1ccc(C(=O)Nc2cccnc2)o1. The result is 1 (inhibitor). (6) The drug is C[C@@]12CC[C@@H]3c4ccc(OS(=O)(=O)O)cc4CC[C@H]3[C@H]1CCC2=O. The result is 0 (non-inhibitor). (7) The molecule is Cc1ccc(-n2c(C)nc3c(cnn3-c3ccc(F)cc3)c2=O)cc1C. The result is 1 (inhibitor). (8) The molecule is COc1ccc(NC(=O)C2c3cc(OC)c(OC)cc3C(=O)N(C)C2c2cccnc2)cc1OC. The result is 0 (non-inhibitor). (9) The result is 0 (non-inhibitor). The compound is O.O=C1C(O)=C(O)C(=O)C(O)=C1O.